This data is from Experimentally validated miRNA-target interactions with 360,000+ pairs, plus equal number of negative samples. The task is: Binary Classification. Given a miRNA mature sequence and a target amino acid sequence, predict their likelihood of interaction. (1) The miRNA is dme-let-7-5p with sequence UGAGGUAGUAGGUUGUAUAGU. The protein sequence of the target gene is MSDSEDSNFSEEEDSERSSDGEEAEVDEERRSAAGSEKEEEPEDEEEEEEEEEYDEEEEEEDDDRPPKKPRHGGFILDEADVDDEYEDEDQWEDGAEDILEKEEIEASNIDNVVLDEDRSGARRLQNLWRDQREEELGEYYMKKYAKSSVGETVYGGSDELSDDITQQQLLPGVKDPNLWTVKCKIGEERATAISLMRKFIAYQFTDTPLQIKSVVAPEHVKGYIYVEAYKQTHVKQAIEGVGNLRLGYWNQQMVPIKEMTDVLKVVKEVANLKPKSWVRLKRGIYKDDIAQVDYVEPSQ.... Result: 0 (no interaction). (2) The miRNA is mmu-miR-7068-3p with sequence UCACCCUGGACUGACUCUCAG. The protein sequence of the target gene is METSVSEIQVETKDEKGPVAASPQKERQERKTATLCFKRRKKANKTKPKAGSRTAEETKKHTPEAGGSGQRQPAGAWASIKGLVTHRKRSEPAKKQKPPEAEVQPEDGALPKKKAKSRLKFPCLRFSRGAKRSRHSKLTEDSGYVRVQGEADDLEIKAQTQPDDQAIQAGSTQGLQEGVLVRDGKKSQESHISNSVTSGENVIAIELELENKSSAIQMGTPELEKETKVITEKPSVQTQRASLLESSAAGSPRSVTSAAPPSPATTHQHSLEEPSNGIRESAPSGKDDRRKTAAEEKKSG.... Result: 1 (interaction). (3) The miRNA is mmu-miR-5127 with sequence UCUCCCAACCCUUUUCCCA. The protein sequence of the target gene is MRTTKVYKLVIHKKGFGGSDDELVVNPKVFPHIKLGDIVEIAHPNDEYSPLLLQVKSLKEDLQKETISVDQTVTQVFRLRPYQDVYVNVVDPKDVTLDLVELTFKDQYIGRGDMWRLKKSLVSTCAYITQKVEFAGIRAQAGELWVKNEKVMCGYISEETRVVFRSTSAMVYIFIQMSCEMWDFDIYGDLYFEKAVNGFLADLFTKWKEKNCSHEVTVVLFSRTFYDAKSIDEFPEINRASIQEDHKGRFYEDFYKVVVQNERREEWTSLLVTIKKLFIQYPVLVRLEQAGGFPQGDNST.... Result: 1 (interaction).